Dataset: Catalyst prediction with 721,799 reactions and 888 catalyst types from USPTO. Task: Predict which catalyst facilitates the given reaction. Reactant: [Cl:1][C:2]1[CH:3]=[C:4](/[C:12](=[N:16]\[O:17][CH:18]2[CH2:23][CH2:22][CH2:21][CH2:20][CH2:19]2)/[C:13](O)=[O:14])[CH:5]=[CH:6][C:7]=1[S:8]([CH3:11])(=[O:10])=[O:9].[CH3:24][C:25]1[N:29]=[C:28]([NH2:30])[S:27][N:26]=1.C(N(CC)C(C)C)(C)C. Product: [Cl:1][C:2]1[CH:3]=[C:4](/[C:12](=[N:16]\[O:17][CH:18]2[CH2:19][CH2:20][CH2:21][CH2:22][CH2:23]2)/[C:13]([NH:30][C:28]2[S:27][N:26]=[C:25]([CH3:24])[N:29]=2)=[O:14])[CH:5]=[CH:6][C:7]=1[S:8]([CH3:11])(=[O:9])=[O:10]. The catalyst class is: 10.